Task: Predict the product of the given reaction.. Dataset: Forward reaction prediction with 1.9M reactions from USPTO patents (1976-2016) (1) Given the reactants [NH2:1][C:2]1[CH:7]=[CH:6][C:5]([OH:8])=[CH:4][C:3]=1[N+:9]([O-:11])=[O:10].F[C:13]1[CH:20]=[CH:19][C:16]([CH:17]=[O:18])=[CH:15][C:14]=1[O:21][CH3:22].C([O-])([O-])=O.[Cs+].[Cs+], predict the reaction product. The product is: [NH2:1][C:2]1[CH:7]=[CH:6][C:5]([O:8][C:13]2[CH:20]=[CH:19][C:16]([CH:17]=[O:18])=[CH:15][C:14]=2[O:21][CH3:22])=[CH:4][C:3]=1[N+:9]([O-:11])=[O:10]. (2) The product is: [F:1][C:2]1[CH:35]=[C:34]([F:36])[CH:33]=[CH:32][C:3]=1[CH2:4][N:5]([CH2:16][C:17]1[CH:31]=[CH:30][C:20]([O:21][C:22]2[CH:23]=[C:24]([CH:25]=[C:26]([CH3:28])[CH:27]=2)[O:29][CH2:38][C:37]([O:41][CH2:42][CH3:43])=[O:40])=[CH:19][CH:18]=1)[C:6]1[CH:11]=[CH:10][CH:9]=[C:8]([N+:12]([O-:14])=[O:13])[C:7]=1[CH3:15]. Given the reactants [F:1][C:2]1[CH:35]=[C:34]([F:36])[CH:33]=[CH:32][C:3]=1[CH2:4][N:5]([CH2:16][C:17]1[CH:31]=[CH:30][C:20]([O:21][C:22]2[CH:23]=[C:24]([OH:29])[CH:25]=[C:26]([CH3:28])[CH:27]=2)=[CH:19][CH:18]=1)[C:6]1[CH:11]=[CH:10][CH:9]=[C:8]([N+:12]([O-:14])=[O:13])[C:7]=1[CH3:15].[C:37]([O:41][CH2:42][CH3:43])(=[O:40])[CH2:38]O, predict the reaction product.